The task is: Predict the reaction yield, written as a fraction of the theoretical maximum amount of product (1.0 means a 100% yield; for example, 0.34 means a 34% yield).. This data is from Reaction yield outcomes from USPTO patents with 853,638 reactions. The reactants are S(C)C.[N+:4]([C:7]1[CH:8]=[CH:9][C:10]2[O:15][CH2:14][C:13](=O)[NH:12][C:11]=2[CH:17]=1)([O-:6])=[O:5]. The catalyst is C1COCC1. The product is [N+:4]([C:7]1[CH:8]=[CH:9][C:10]2[O:15][CH2:14][CH2:13][NH:12][C:11]=2[CH:17]=1)([O-:6])=[O:5]. The yield is 0.890.